Dataset: Full USPTO retrosynthesis dataset with 1.9M reactions from patents (1976-2016). Task: Predict the reactants needed to synthesize the given product. (1) Given the product [N+:14]([C:4]1[CH:3]=[C:2]([C:3]2[CH:2]=[CH:7][N:6]=[CH:5][CH:4]=2)[C:7]([C:8]2[S:9][CH:10]=[CH:11][CH:12]=2)=[N:6][C:5]=1[NH2:13])([O-:16])=[O:15], predict the reactants needed to synthesize it. The reactants are: Br[C:2]1[CH:3]=[C:4]([N+:14]([O-:16])=[O:15])[C:5]([NH2:13])=[N:6][C:7]=1[C:8]1[S:9][CH:10]=[CH:11][CH:12]=1.C(=O)([O-])[O-].[Cs+].[Cs+]. (2) Given the product [Cl:1][C:2]1[CH:3]=[C:4]2[C:8](=[CH:9][CH:10]=1)[NH:7][C:6](=[O:11])[C:5]2([C:12]1[CH:17]=[CH:16][CH:15]=[CH:14][C:13]=1[O:18][CH3:19])[CH2:20][C:21](=[O:23])[N:43]1[CH2:44][CH2:45][N:40]([C:46]2[N:47]=[CH:48][CH:49]=[CH:50][N:51]=2)[CH2:41][CH2:42]1, predict the reactants needed to synthesize it. The reactants are: [Cl:1][C:2]1[CH:3]=[C:4]2[C:8](=[CH:9][CH:10]=1)[NH:7][C:6](=[O:11])[C:5]2([CH2:20][C:21]([OH:23])=O)[C:12]1[CH:17]=[CH:16][CH:15]=[CH:14][C:13]=1[O:18][CH3:19].C1C=CC2N(O)N=NC=2C=1.O.C(Cl)CCl.Cl.[N:40]1([C:46]2[N:51]=[CH:50][CH:49]=[CH:48][N:47]=2)[CH2:45][CH2:44][NH:43][CH2:42][CH2:41]1.C([O-])([O-])=O.[K+].[K+]. (3) The reactants are: Br[C:2]1[CH:7]=[CH:6][C:5]([F:8])=[CH:4][N:3]=1.[O:9]=[C:10]1[CH2:15][CH2:14][C:13]([C:18]2[CH:23]=[CH:22][CH:21]=[CH:20][CH:19]=2)([C:16]#[N:17])[CH2:12][CH2:11]1. Given the product [F:8][C:5]1[CH:6]=[CH:7][C:2]([C:10]2([OH:9])[CH2:15][CH2:14][C:13]([C:18]3[CH:19]=[CH:20][CH:21]=[CH:22][CH:23]=3)([C:16]#[N:17])[CH2:12][CH2:11]2)=[N:3][CH:4]=1, predict the reactants needed to synthesize it. (4) Given the product [Br:23][CH2:15][C:13]1[CH:12]=[CH:11][C:5]([C:6]([O:8][CH2:9][CH3:10])=[O:7])=[C:4]([O:3][CH2:1][CH3:2])[CH:14]=1, predict the reactants needed to synthesize it. The reactants are: [CH2:1]([O:3][C:4]1[CH:14]=[C:13]([CH3:15])[CH:12]=[CH:11][C:5]=1[C:6]([O:8][CH2:9][CH3:10])=[O:7])[CH3:2].C1C(=O)N([Br:23])C(=O)C1.CC(N=NC(C#N)(C)C)(C#N)C. (5) Given the product [OH:19][CH2:18][C:15]1([C:6]2[C:5]([O:4][CH2:3][O:2][CH3:1])=[CH:10][CH:9]=[CH:8][C:7]=2[OH:11])[CH2:16][CH2:17]1, predict the reactants needed to synthesize it. The reactants are: [CH3:1][O:2][CH2:3][O:4][C:5]1[CH:10]=[CH:9][CH:8]=[C:7]([O:11]COC)[C:6]=1[C:15]1([C:18](OCC)=[O:19])[CH2:17][CH2:16]1.O.[H-].[Na+].C(Cl)OC.[H-].[H-].[H-].[H-].[Li+].[Al+3]. (6) Given the product [Cl:7][C:8]1[CH:9]=[CH:10][C:11]([C@H:14]([C@@H:18]([CH3:23])[C:19]([F:22])([F:21])[F:20])[C:15]([NH:33][C:34]2[CH:35]=[C:36]([CH2:42][CH2:43][C:44]([O:46][C:47]([CH3:50])([CH3:49])[CH3:48])=[O:45])[CH:37]=[CH:38][C:39]=2[C:40]#[N:41])=[O:17])=[CH:12][CH:13]=1, predict the reactants needed to synthesize it. The reactants are: C(Cl)(=O)C(Cl)=O.[Cl:7][C:8]1[CH:13]=[CH:12][C:11]([C@H:14]([C@@H:18]([CH3:23])[C:19]([F:22])([F:21])[F:20])[C:15]([OH:17])=O)=[CH:10][CH:9]=1.C(N(CC)C(C)C)(C)C.[NH2:33][C:34]1[CH:35]=[C:36]([CH2:42][CH2:43][C:44]([O:46][C:47]([CH3:50])([CH3:49])[CH3:48])=[O:45])[CH:37]=[CH:38][C:39]=1[C:40]#[N:41].